From a dataset of Full USPTO retrosynthesis dataset with 1.9M reactions from patents (1976-2016). Predict the reactants needed to synthesize the given product. Given the product [CH3:9][O:10][CH2:11][CH2:12][N:13]1[CH:7]([C:4]2[CH:3]=[CH:2][N:1]=[CH:6][CH:5]=2)[CH:15]([C:14]([NH:31][C:30]2[CH:32]=[CH:33][CH:34]=[C:28]([O:27][CH3:26])[CH:29]=2)=[O:25])[C:16]2[C:17](=[CH:21][CH:22]=[CH:23][CH:24]=2)[C:18]1=[O:20], predict the reactants needed to synthesize it. The reactants are: [N:1]1[CH:6]=[CH:5][C:4]([CH:7]=O)=[CH:3][CH:2]=1.[CH3:9][O:10][CH2:11][CH2:12][NH2:13].[C:14]1(=[O:25])[O:20][C:18](=O)[C:17]2=[CH:21][CH:22]=[CH:23][CH:24]=[C:16]2[CH2:15]1.[CH3:26][O:27][C:28]1[CH:29]=[C:30]([CH:32]=[CH:33][CH:34]=1)[NH2:31].